This data is from Reaction yield outcomes from USPTO patents with 853,638 reactions. The task is: Predict the reaction yield, written as a fraction of the theoretical maximum amount of product (1.0 means a 100% yield; for example, 0.34 means a 34% yield). (1) The reactants are [CH3:1][O:2][C@@H:3]1[O:9][C@H:8]([CH2:10]Cl)[C@@H:6]([OH:7])[C@H:4]1[OH:5].C(N(CC)CC)C.[H][H]. The catalyst is [Ni].CC(O)C. The product is [CH3:1][O:2][CH:3]1[O:9][C@H:8]([CH3:10])[C@@H:6]([OH:7])[C@H:4]1[OH:5]. The yield is 0.390. (2) The yield is 0.600. The catalyst is C(Cl)Cl. The reactants are [NH2:1][CH2:2][C@H:3]([OH:15])[CH2:4][N:5]1[CH2:14][CH2:13][C:12]2[C:7](=[CH:8][CH:9]=[CH:10][CH:11]=2)[CH2:6]1.CCN(CC)CC.[Cl:23][C:24]1[N:29]=[CH:28][N:27]=[C:26]([C:30](Cl)=[O:31])[CH:25]=1. The product is [Cl:23][C:24]1[N:29]=[CH:28][N:27]=[C:26]([C:30]([NH:1][CH2:2][C@H:3]([OH:15])[CH2:4][N:5]2[CH2:14][CH2:13][C:12]3[C:7](=[CH:8][CH:9]=[CH:10][CH:11]=3)[CH2:6]2)=[O:31])[CH:25]=1. (3) The reactants are [CH3:1][O:2][C:3]1[CH:4]=[CH:5][C:6]2[O:10][C:9]([CH:11]([NH:18][C:19]3[CH:24]=[CH:23][C:22]([C:25]([NH:27][CH2:28][CH2:29][C:30]([O:32]CC)=[O:31])=[O:26])=[CH:21][CH:20]=3)[CH2:12][CH2:13][CH2:14][CH2:15][CH2:16][CH3:17])=[C:8]([CH3:35])[C:7]=2[CH:36]=1.O1CCCC1.[OH-].[Na+]. The catalyst is C(O)C. The product is [CH3:1][O:2][C:3]1[CH:4]=[CH:5][C:6]2[O:10][C:9]([CH:11]([NH:18][C:19]3[CH:20]=[CH:21][C:22]([C:25]([NH:27][CH2:28][CH2:29][C:30]([OH:32])=[O:31])=[O:26])=[CH:23][CH:24]=3)[CH2:12][CH2:13][CH2:14][CH2:15][CH2:16][CH3:17])=[C:8]([CH3:35])[C:7]=2[CH:36]=1. The yield is 0.710. (4) The reactants are [Cl:1][C:2]1[CH:3]=[C:4]([C:8]2[C:13]3[N:14]=[C:15](N)[S:16][C:12]=3[CH:11]=[C:10]([CH3:18])[C:9]=2[F:19])[CH:5]=[CH:6][CH:7]=1.N(OC(C)(C)C)=O. The catalyst is O1CCOCC1. The product is [Cl:1][C:2]1[CH:3]=[C:4]([C:8]2[C:13]3[N:14]=[CH:15][S:16][C:12]=3[CH:11]=[C:10]([CH3:18])[C:9]=2[F:19])[CH:5]=[CH:6][CH:7]=1. The yield is 0.610. (5) The reactants are [N+:1]([C:4]1[CH:12]=[C:7]2[CH2:8][NH:9][CH2:10][CH2:11][N:6]2[N:5]=1)([O-:3])=[O:2].[CH3:13][C:14]([O:17][C:18](O[C:18]([O:17][C:14]([CH3:16])([CH3:15])[CH3:13])=[O:19])=[O:19])([CH3:16])[CH3:15]. The catalyst is C1COCC1.CN(C1C=CN=CC=1)C. The product is [N+:1]([C:4]1[CH:12]=[C:7]2[CH2:8][N:9]([C:18]([O:17][C:14]([CH3:16])([CH3:15])[CH3:13])=[O:19])[CH2:10][CH2:11][N:6]2[N:5]=1)([O-:3])=[O:2]. The yield is 0.800.